From a dataset of Experimentally validated miRNA-target interactions with 360,000+ pairs, plus equal number of negative samples. Binary Classification. Given a miRNA mature sequence and a target amino acid sequence, predict their likelihood of interaction. The miRNA is hsa-miR-6516-5p with sequence UUUGCAGUAACAGGUGUGAGCA. The protein sequence of the target gene is MWRSLGLALALCLLPYGGAESQGQSSACYKAPEWYIGDQNPMLNSEGKVTVVALLQASUYLCLLQASRLEDLRIKLESQGYFNISYIVVNHQGSPSQLKHSHLKKQVSEHIAVYRQEEDGIDVWTLLNGNKDDFLIYDRCGRLVYHLGLPYSFLTFPYVEEAIKIAYCEERCGNCNLTSLEDEDFCKTVTSATANKTAEPSEAHSHHKHHNKHGQEHLGSSKPSENQQPGPSETTLPPSGLHHHHRHRGQHRQGHLESUDTTASEGLHLSLAQRKLURRGCINQLLCKLSKESEAAPSSC.... Result: 0 (no interaction).